From a dataset of Full USPTO retrosynthesis dataset with 1.9M reactions from patents (1976-2016). Predict the reactants needed to synthesize the given product. (1) Given the product [C:33]([C:37]1[CH:42]=[CH:41][C:40]([C:25]2[C:26]([CH3:28])=[CH:27][C:22]([S:21][CH:14]([C:11]3[CH:12]=[CH:13][C:8]([C:7]([NH:6][CH2:5][CH2:4][C:3]([OH:2])=[O:32])=[O:31])=[CH:9][CH:10]=3)[CH2:15][CH2:16][C:17]([F:18])([F:19])[F:20])=[CH:23][C:24]=2[CH3:30])=[CH:39][CH:38]=1)([CH3:36])([CH3:35])[CH3:34], predict the reactants needed to synthesize it. The reactants are: C[O:2][C:3](=[O:32])[CH2:4][CH2:5][NH:6][C:7](=[O:31])[C:8]1[CH:13]=[CH:12][C:11]([CH:14]([S:21][C:22]2[CH:27]=[C:26]([CH3:28])[C:25](Br)=[C:24]([CH3:30])[CH:23]=2)[CH2:15][CH2:16][C:17]([F:20])([F:19])[F:18])=[CH:10][CH:9]=1.[C:33]([C:37]1[CH:42]=[CH:41][C:40](B(O)O)=[CH:39][CH:38]=1)([CH3:36])([CH3:35])[CH3:34]. (2) Given the product [CH2:24]1[C:25]2[C:30](=[CH:29][CH:28]=[CH:27][CH:26]=2)[CH2:22][CH:23]1[CH2:31][C:32]([NH:1][C:2]1[CH:3]=[C:4]2[C:20](=[O:21])[NH:19][N:18]=[CH:17][C:6]3=[C:7]([C:11]4[CH:12]=[CH:13][CH:14]=[CH:15][CH:16]=4)[NH:8][C:9]([CH:10]=1)=[C:5]23)=[O:33], predict the reactants needed to synthesize it. The reactants are: [NH2:1][C:2]1[CH:3]=[C:4]2[C:20](=[O:21])[NH:19][N:18]=[CH:17][C:6]3=[C:7]([C:11]4[CH:16]=[CH:15][CH:14]=[CH:13][CH:12]=4)[NH:8][C:9]([CH:10]=1)=[C:5]23.[CH2:22]1[C:30]2[C:25](=[CH:26][CH:27]=[CH:28][CH:29]=2)[CH2:24][CH:23]1[CH2:31][C:32](O)=[O:33].C(N(CC)CC)C.F[P-](F)(F)(F)(F)F.N1(OC(N(C)C)=[N+](C)C)C2N=CC=CC=2N=N1. (3) Given the product [Br:7][C:8]1[C:9]([CH3:20])=[C:10]([CH:17]=[CH:18][CH:19]=1)[CH:11]=[O:12], predict the reactants needed to synthesize it. The reactants are: [H-].[Al+3].[Li+].[H-].[H-].[H-].[Br:7][C:8]1[C:9]([CH3:20])=[C:10]([CH:17]=[CH:18][CH:19]=1)[C:11](N(OC)C)=[O:12]. (4) Given the product [CH:26]1([CH2:25][NH:24][C:2]2[N:7]3[N:8]=[C:9]([NH:11][C:12](=[O:19])[C:13]4[CH:18]=[CH:17][CH:16]=[N:15][CH:14]=4)[N:10]=[C:6]3[CH:5]=[C:4]([C:20]([F:23])([F:22])[F:21])[CH:3]=2)[CH2:28][CH2:27]1, predict the reactants needed to synthesize it. The reactants are: Cl[C:2]1[N:7]2[N:8]=[C:9]([NH:11][C:12](=[O:19])[C:13]3[CH:18]=[CH:17][CH:16]=[N:15][CH:14]=3)[N:10]=[C:6]2[CH:5]=[C:4]([C:20]([F:23])([F:22])[F:21])[CH:3]=1.[NH2:24][CH2:25][CH:26]1[CH2:28][CH2:27]1. (5) Given the product [Cl:1][C:2]1[CH:7]=[C:6]([C:8]#[C:9][C:10]2[N:11]=[C:12]([CH3:22])[N:13]([C:15]3[CH:20]=[CH:19][C:18]([CH3:21])=[CH:17][CH:16]=3)[C:14]=2[CH3:23])[CH:5]=[CH:4][N:3]=1, predict the reactants needed to synthesize it. The reactants are: [Cl:1][C:2]1[CH:7]=[C:6]([C:8]#[C:9][C:10]2[N:11]=[C:12]([CH3:22])[N:13]([C:15]3[CH:20]=[CH:19][C:18]([CH3:21])=[CH:17][CH:16]=3)[CH:14]=2)[CH:5]=[CH:4][N:3]=1.[CH:23]([N-]C(C)C)(C)C.[Li+].IC. (6) Given the product [CH3:1][O:2][C:3](=[O:17])[CH2:4][C:5]1[C:6]([F:16])=[C:7]2[C:12](=[CH:13][C:14]=1[F:15])[N:11]=[CH:10][C:9]([Br:24])=[CH:8]2, predict the reactants needed to synthesize it. The reactants are: [CH3:1][O:2][C:3](=[O:17])[CH2:4][C:5]1[C:6]([F:16])=[C:7]2[C:12](=[CH:13][C:14]=1[F:15])[N:11]=[CH:10][CH:9]=[CH:8]2.N1C=CC=CC=1.[Br:24]Br. (7) The reactants are: [CH3:1][O:2][C:3]1[CH:8]=[CH:7][C:6](O)=[CH:5][CH:4]=1.[Cl:10][C:11]1[CH:16]=[CH:15][C:14]([CH:17]([OH:41])[CH2:18][CH2:19][CH2:20][CH2:21][CH2:22][N:23]2[CH2:28][CH2:27][CH:26]([C:29]3[CH:30]=[C:31]([NH:35][C:36](=[O:40])[CH:37]([CH3:39])[CH3:38])[CH:32]=[CH:33][CH:34]=3)[CH2:25][CH2:24]2)=[CH:13][CH:12]=1. Given the product [Cl:10][C:11]1[CH:12]=[CH:13][C:14]([CH:17]([O:41][C:6]2[CH:7]=[CH:8][C:3]([O:2][CH3:1])=[CH:4][CH:5]=2)[CH2:18][CH2:19][CH2:20][CH2:21][CH2:22][N:23]2[CH2:28][CH2:27][CH:26]([C:29]3[CH:30]=[C:31]([NH:35][C:36](=[O:40])[CH:37]([CH3:38])[CH3:39])[CH:32]=[CH:33][CH:34]=3)[CH2:25][CH2:24]2)=[CH:15][CH:16]=1, predict the reactants needed to synthesize it.